From a dataset of Forward reaction prediction with 1.9M reactions from USPTO patents (1976-2016). Predict the product of the given reaction. (1) Given the reactants [N-:1]=[N+:2]=[N-:3].[Na+].[CH3:5][O:6][C:7]([C:9]1[CH:10]=[C:11]([C:20]2[CH:25]=[CH:24][C:23]([CH3:26])=[CH:22][CH:21]=2)[CH:12]=[C:13]([C:15](=O)[NH:16][CH2:17][CH3:18])[CH:14]=1)=[O:8].[Si](Cl)(Cl)(Cl)Cl.C([O-])([O-])=O.[Na+].[Na+], predict the reaction product. The product is: [CH3:5][O:6][C:7]([C:9]1[CH:10]=[C:11]([C:20]2[CH:21]=[CH:22][C:23]([CH3:26])=[CH:24][CH:25]=2)[CH:12]=[C:13]([C:15]2[N:16]([CH2:17][CH3:18])[N:3]=[N:2][N:1]=2)[CH:14]=1)=[O:8]. (2) Given the reactants CO[CH:3](OC)[CH2:4][NH:5][C:6](=[O:19])[C:7]([NH:9][CH2:10][C:11]1[CH:16]=[CH:15][C:14]([O:17][CH3:18])=[CH:13][CH:12]=1)=[O:8].C(O)(C(F)(F)F)=O, predict the reaction product. The product is: [OH:19][C:6]1[C:7](=[O:8])[N:9]([CH2:10][C:11]2[CH:12]=[CH:13][C:14]([O:17][CH3:18])=[CH:15][CH:16]=2)[CH:3]=[CH:4][N:5]=1. (3) Given the reactants Cl[C:2]1[N:7]=[CH:6][N:5]=[C:4]([NH:8][C:9]2[CH:10]=[C:11]([CH:22]=[CH:23][CH:24]=2)[CH2:12][S:13](=[N:16][C:17](=[O:21])[O:18][CH2:19][CH3:20])([CH3:15])=[O:14])[N:3]=1.[O:25]1[C:34]2[C:29](=[CH:30][CH:31]=[CH:32][C:33]=2B(O)O)[CH2:28][CH2:27][CH2:26]1, predict the reaction product. The product is: [O:25]1[C:34]2[C:29](=[CH:30][CH:31]=[CH:32][C:33]=2[C:2]2[N:7]=[CH:6][N:5]=[C:4]([NH:8][C:9]3[CH:10]=[C:11]([CH:22]=[CH:23][CH:24]=3)[CH2:12][S:13](=[N:16][C:17](=[O:21])[O:18][CH2:19][CH3:20])([CH3:15])=[O:14])[N:3]=2)[CH2:28][CH2:27][CH2:26]1. (4) Given the reactants C([O-])([O-])=O.[Cs+].[Cs+].C1C=CC(P([C:20]2[C:29]([C:30]3C(P(C4C=CC=CC=4)C4C=CC=CC=4)=CC=C4C=3C=CC=C4)=[C:28]3[C:23](C=CC=C3)=[CH:22][CH:21]=2)C2C=CC=CC=2)=CC=1.[CH2:53]([N:60]1[CH2:65][CH2:64][N:63]([C:66]2[CH:67]=[C:68](Br)[CH:69]=[C:70]3[C:75]=2[N:74]=[CH:73][CH:72]=[CH:71]3)[CH2:62][CH2:61]1)[C:54]1[CH:59]=[CH:58][CH:57]=[CH:56][CH:55]=1.C([CH2:84][NH2:85])C1C=CC=CC=1, predict the reaction product. The product is: [CH2:30]([N:85]([C:68]1[CH:69]=[C:70]2[C:75](=[C:66]([N:63]3[CH2:64][CH2:65][N:60]([CH2:53][C:54]4[CH:59]=[CH:58][CH:57]=[CH:56][CH:55]=4)[CH2:61][CH2:62]3)[CH:67]=1)[N:74]=[CH:73][CH:72]=[CH:71]2)[CH3:84])[C:29]1[CH:28]=[CH:23][CH:22]=[CH:21][CH:20]=1. (5) Given the reactants C[O:2][C:3]1[CH:4]=[C:5]([NH:11][C:12]([C:14]2[C@:23]3([CH3:24])[C@H:18]([C:19]([CH3:26])([CH3:25])[CH2:20][CH2:21][CH2:22]3)[CH2:17][CH2:16][C:15]=2[CH3:27])=[O:13])[CH:6]=[C:7]([O:9][CH3:10])[CH:8]=1.B(Br)(Br)Br.CO, predict the reaction product. The product is: [OH:2][C:3]1[CH:4]=[C:5]([NH:11][C:12]([C:14]2[C@:23]3([CH3:24])[C@H:18]([C:19]([CH3:26])([CH3:25])[CH2:20][CH2:21][CH2:22]3)[CH2:17][CH2:16][C:15]=2[CH3:27])=[O:13])[CH:6]=[C:7]([O:9][CH3:10])[CH:8]=1.[OH:9][C:7]1[CH:6]=[C:5]([NH:11][C:12]([C:14]2[C@:23]3([CH3:24])[C@H:18]([C:19]([CH3:26])([CH3:25])[CH2:20][CH2:21][CH2:22]3)[CH2:17][CH2:16][C:15]=2[CH3:27])=[O:13])[CH:4]=[C:3]([OH:2])[CH:8]=1. (6) Given the reactants [CH3:1][N:2]1[CH2:8][CH2:7][CH2:6][NH:5][CH2:4][CH2:3]1.Cl[C:10]1[N:11]=[CH:12][C:13]([C:16]([NH:18][C:19]2[NH:20][N:21]=[C:22]([CH2:24][CH2:25][C:26]3[CH:31]=[C:30]([O:32][CH3:33])[CH:29]=[C:28]([O:34][CH3:35])[CH:27]=3)[CH:23]=2)=[O:17])=[N:14][CH:15]=1, predict the reaction product. The product is: [CH3:35][O:34][C:28]1[CH:27]=[C:26]([CH2:25][CH2:24][C:22]2[CH:23]=[C:19]([NH:18][C:16]([C:13]3[CH:12]=[N:11][C:10]([N:5]4[CH2:6][CH2:7][CH2:8][N:2]([CH3:1])[CH2:3][CH2:4]4)=[CH:15][N:14]=3)=[O:17])[NH:20][N:21]=2)[CH:31]=[C:30]([O:32][CH3:33])[CH:29]=1. (7) Given the reactants [CH:1]1([C:7]2[C:8]3[CH:9]=[CH:10][C:11]([C:32]([O:34]C)=[O:33])=[CH:12][C:13]=3[N:14]3[CH2:21][CH2:20][N:19]([CH2:22][CH2:23][N:24]([CH3:26])[CH3:25])[CH2:18][C:17]4[CH:27]=[C:28]([F:31])[CH:29]=[CH:30][C:16]=4[C:15]=23)[CH2:6][CH2:5][CH2:4][CH2:3][CH2:2]1, predict the reaction product. The product is: [CH:1]1([C:7]2[C:8]3[CH:9]=[CH:10][C:11]([C:32]([OH:34])=[O:33])=[CH:12][C:13]=3[N:14]3[CH2:21][CH2:20][N:19]([CH2:22][CH2:23][N:24]([CH3:26])[CH3:25])[CH2:18][C:17]4[CH:27]=[C:28]([F:31])[CH:29]=[CH:30][C:16]=4[C:15]=23)[CH2:6][CH2:5][CH2:4][CH2:3][CH2:2]1.